Dataset: NCI-60 drug combinations with 297,098 pairs across 59 cell lines. Task: Regression. Given two drug SMILES strings and cell line genomic features, predict the synergy score measuring deviation from expected non-interaction effect. (1) Drug 1: C1CC(=O)NC(=O)C1N2CC3=C(C2=O)C=CC=C3N. Drug 2: CC1=C(C=C(C=C1)C(=O)NC2=CC(=CC(=C2)C(F)(F)F)N3C=C(N=C3)C)NC4=NC=CC(=N4)C5=CN=CC=C5. Cell line: NCI-H460. Synergy scores: CSS=1.19, Synergy_ZIP=-3.45, Synergy_Bliss=-9.71, Synergy_Loewe=-2.73, Synergy_HSA=-8.95. (2) Drug 1: C(=O)(N)NO. Drug 2: CCCCC(=O)OCC(=O)C1(CC(C2=C(C1)C(=C3C(=C2O)C(=O)C4=C(C3=O)C=CC=C4OC)O)OC5CC(C(C(O5)C)O)NC(=O)C(F)(F)F)O. Cell line: NCI-H226. Synergy scores: CSS=59.3, Synergy_ZIP=-0.962, Synergy_Bliss=1.09, Synergy_Loewe=-24.8, Synergy_HSA=-1.89. (3) Cell line: SW-620. Drug 1: CC12CCC3C(C1CCC2NC(=O)OCC(F)(F)F)CCC4C3(C=CC(=O)N4C)C. Synergy scores: CSS=52.4, Synergy_ZIP=5.57, Synergy_Bliss=2.57, Synergy_Loewe=-18.8, Synergy_HSA=2.57. Drug 2: CC1OCC2C(O1)C(C(C(O2)OC3C4COC(=O)C4C(C5=CC6=C(C=C35)OCO6)C7=CC(=C(C(=C7)OC)O)OC)O)O.